This data is from Peptide-MHC class I binding affinity with 185,985 pairs from IEDB/IMGT. The task is: Regression. Given a peptide amino acid sequence and an MHC pseudo amino acid sequence, predict their binding affinity value. This is MHC class I binding data. (1) The peptide sequence is SREKPYKEV. The MHC is HLA-B27:05 with pseudo-sequence HLA-B27:05. The binding affinity (normalized) is 0.0498. (2) The peptide sequence is YKEPNSIIL. The MHC is HLA-A26:01 with pseudo-sequence HLA-A26:01. The binding affinity (normalized) is 0.0847. (3) The peptide sequence is PLRPMTYK. The MHC is HLA-B44:03 with pseudo-sequence HLA-B44:03. The binding affinity (normalized) is 0. (4) The peptide sequence is RGKLKRRAI. The MHC is HLA-B08:01 with pseudo-sequence HLA-B08:01. The binding affinity (normalized) is 0.723. (5) The peptide sequence is FVHTLLKTY. The MHC is HLA-A26:01 with pseudo-sequence HLA-A26:01. The binding affinity (normalized) is 0.602. (6) The peptide sequence is VTFKNAHAK. The binding affinity (normalized) is 0.624. The MHC is HLA-A68:01 with pseudo-sequence HLA-A68:01. (7) The peptide sequence is STCYVFGLY. The MHC is H-2-Db with pseudo-sequence H-2-Db. The binding affinity (normalized) is 0. (8) The MHC is HLA-A02:01 with pseudo-sequence HLA-A02:01. The binding affinity (normalized) is 0.328. The peptide sequence is ATDALMTGY. (9) The peptide sequence is AVFDRKSDAK. The MHC is HLA-B54:01 with pseudo-sequence HLA-B54:01. The binding affinity (normalized) is 0. (10) The peptide sequence is RISGVDRYY. The MHC is Mamu-B03 with pseudo-sequence Mamu-B03. The binding affinity (normalized) is 0.